From a dataset of Full USPTO retrosynthesis dataset with 1.9M reactions from patents (1976-2016). Predict the reactants needed to synthesize the given product. Given the product [F:1][C:2]1[CH:7]=[CH:6][CH:5]=[C:4]([F:8])[C:3]=1[N:9]1[C:14]2[N:15]=[C:16]([NH:53][CH2:52][CH2:51][N:50]([CH3:54])[CH3:49])[N:17]=[C:18]([C:19]3[CH:20]=[C:21]([CH:32]=[CH:33][C:34]=3[CH3:35])[C:22]([NH:24][C:25]3[CH:30]=[CH:29][C:28]([F:31])=[CH:27][CH:26]=3)=[O:23])[C:13]=2[CH2:12][NH:11][C:10]1=[O:39], predict the reactants needed to synthesize it. The reactants are: [F:1][C:2]1[CH:7]=[CH:6][CH:5]=[C:4]([F:8])[C:3]=1[N:9]1[C:14]2[N:15]=[C:16](S(C)=O)[N:17]=[C:18]([C:19]3[CH:20]=[C:21]([CH:32]=[CH:33][C:34]=3[CH3:35])[C:22]([NH:24][C:25]3[CH:30]=[CH:29][C:28]([F:31])=[CH:27][CH:26]=3)=[O:23])[C:13]=2[CH2:12][NH:11][C:10]1=[O:39].C(N(C(C)C)CC)(C)C.[CH3:49][N:50]([CH3:54])[CH2:51][CH2:52][NH2:53].